Dataset: Full USPTO retrosynthesis dataset with 1.9M reactions from patents (1976-2016). Task: Predict the reactants needed to synthesize the given product. (1) Given the product [F:13][C:2]([F:1])([F:12])[C:3]1[C:4]([CH2:5][OH:6])=[CH:8][CH:9]=[CH:10][N:11]=1, predict the reactants needed to synthesize it. The reactants are: [F:1][C:2]([F:13])([F:12])[C:3]1[N:11]=[CH:10][CH:9]=[CH:8][C:4]=1[C:5](O)=[O:6].[H-].[H-].[H-].[H-].[Li+].[Al+3]. (2) Given the product [F:1][C:2]([F:7])([F:6])[C:3]([OH:5])=[O:4].[C:8]([C:10]1[CH:11]=[C:12]([C:20]2[O:24][N:23]=[C:22]([C:25]3[CH:44]=[CH:43][C:28]4[CH2:29][CH2:30][N:31]([CH:34]([CH3:42])[C:35]([OH:37])=[O:36])[CH2:32][CH2:33][C:27]=4[CH:26]=3)[N:21]=2)[CH:13]=[CH:14][C:15]=1[O:16][CH:17]([CH3:19])[CH3:18])#[N:9], predict the reactants needed to synthesize it. The reactants are: [F:1][C:2]([F:7])([F:6])[C:3]([OH:5])=[O:4].[C:8]([C:10]1[CH:11]=[C:12]([C:20]2[O:24][N:23]=[C:22]([C:25]3[CH:44]=[CH:43][C:28]4[CH2:29][CH2:30][N:31]([CH:34]([CH3:42])[C:35]([O:37]C(C)(C)C)=[O:36])[CH2:32][CH2:33][C:27]=4[CH:26]=3)[N:21]=2)[CH:13]=[CH:14][C:15]=1[O:16][CH:17]([CH3:19])[CH3:18])#[N:9]. (3) Given the product [CH3:3][N:2]([N:4]=[N:5][C:6]1[C:14]2[C:9](=[N:10][CH:11]=[CH:12][CH:13]=2)[Se:8][C:7]=1[C:15]([OH:17])=[O:16])[CH3:1], predict the reactants needed to synthesize it. The reactants are: [CH3:1][N:2]([N:4]=[N:5][C:6]1[C:14]2[C:9](=[N:10][CH:11]=[CH:12][CH:13]=2)[Se:8][C:7]=1[C:15]([O:17]CC)=[O:16])[CH3:3].[OH-].[Na+]. (4) Given the product [I:20][C:11]1[C:12]([O:16][CH2:17][O:18][CH3:19])=[CH:13][CH:14]=[CH:15][C:10]=1[O:9][CH2:8][O:7][CH3:6], predict the reactants needed to synthesize it. The reactants are: C([Li])CCC.[CH3:6][O:7][CH2:8][O:9][C:10]1[CH:15]=[CH:14][CH:13]=[C:12]([O:16][CH2:17][O:18][CH3:19])[CH:11]=1.[I:20]I.